Dataset: Catalyst prediction with 721,799 reactions and 888 catalyst types from USPTO. Task: Predict which catalyst facilitates the given reaction. (1) Reactant: [CH2:1]([C:3]1[CH:9]=[CH:8][CH:7]=[CH:6][C:4]=1[NH2:5])[CH3:2].CCN(C(C)C)C(C)C.[NH:19]1[C:27]2[C:22](=[CH:23][CH:24]=[CH:25][CH:26]=2)[C:21]([C:28](=[O:32])[C:29](Cl)=[O:30])=[CH:20]1. Product: [CH2:1]([C:3]1[CH:9]=[CH:8][CH:7]=[CH:6][C:4]=1[NH:5][C:29](=[O:30])[C:28]([C:21]1[C:22]2[C:27](=[CH:26][CH:25]=[CH:24][CH:23]=2)[NH:19][CH:20]=1)=[O:32])[CH3:2]. The catalyst class is: 3. (2) Reactant: [C:1]([O:5][C:6]([N:8]1[CH2:13][CH2:12][C:11]([C:14]2[CH:19]=[CH:18][CH:17]=[CH:16][CH:15]=2)=[C:10]([C:20]([OH:22])=[O:21])[CH2:9]1)=[O:7])([CH3:4])([CH3:3])[CH3:2]. Product: [C:1]([O:5][C:6]([N:8]1[CH2:13][CH2:12][C@H:11]([C:14]2[CH:19]=[CH:18][CH:17]=[CH:16][CH:15]=2)[C@H:10]([C:20]([OH:22])=[O:21])[CH2:9]1)=[O:7])([CH3:4])([CH3:2])[CH3:3]. The catalyst class is: 129. (3) Reactant: [Cl:1][C:2]1[C:11]2[C:6](=[CH:7][C:8]([OH:14])=[C:9]([O:12][CH3:13])[CH:10]=2)[N:5]=[CH:4][N:3]=1.[CH2:15](Br)[CH3:16].C(=O)([O-])[O-].[K+].[K+]. Product: [Cl:1][C:2]1[C:11]2[C:6](=[CH:7][C:8]([O:14][CH2:15][CH3:16])=[C:9]([O:12][CH3:13])[CH:10]=2)[N:5]=[CH:4][N:3]=1. The catalyst class is: 9. (4) Reactant: [C:1]([O:4][CH2:5][CH:6]1[C:10]2[CH:11]=[C:12]([Br:15])[CH:13]=[CH:14][C:9]=2[S:8](=[O:17])(=[O:16])[NH:7]1)(=[O:3])[CH3:2].C([O-])([O-])=O.[K+].[K+].Br[CH2:25][CH:26]=[CH2:27].O. Product: [C:1]([O:4][CH2:5][CH:6]1[C:10]2[CH:11]=[C:12]([Br:15])[CH:13]=[CH:14][C:9]=2[S:8](=[O:16])(=[O:17])[N:7]1[CH2:27][CH:26]=[CH2:25])(=[O:3])[CH3:2]. The catalyst class is: 3. (5) Reactant: [O:1]1[C:5]2[CH:6]=[CH:7][C:8]([S:10]([N:13]([CH2:38][CH:39]([CH3:41])[CH3:40])[CH2:14][C@@H:15]([OH:37])[C@@H:16]([NH:25][C:26](=[O:36])[O:27][C@@H:28]3[C@H:35]4[C@H:31]([O:32][CH2:33][CH2:34]4)[O:30][CH2:29]3)[CH2:17][C:18]3[CH:23]=[CH:22][C:21]([OH:24])=[CH:20][CH:19]=3)(=[O:12])=[O:11])=[CH:9][C:4]=2[O:3][CH2:2]1.C1(P(C2C=CC=CC=2)C2C=CC=CC=2)C=CC=CC=1.[Si:61]([O:68][CH2:69][CH2:70][CH2:71][CH2:72]O)([C:64]([CH3:67])([CH3:66])[CH3:65])([CH3:63])[CH3:62].N(C(OC(C)C)=O)=NC(OC(C)C)=O. Product: [O:1]1[C:5]2[CH:6]=[CH:7][C:8]([S:10]([N:13]([CH2:38][CH:39]([CH3:41])[CH3:40])[CH2:14][C@@H:15]([OH:37])[C@@H:16]([NH:25][C:26](=[O:36])[O:27][C@@H:28]3[C@H:35]4[C@H:31]([O:32][CH2:33][CH2:34]4)[O:30][CH2:29]3)[CH2:17][C:18]3[CH:23]=[CH:22][C:21]([O:24][CH2:72][CH2:71][CH2:70][CH2:69][O:68][Si:61]([C:64]([CH3:65])([CH3:67])[CH3:66])([CH3:62])[CH3:63])=[CH:20][CH:19]=3)(=[O:12])=[O:11])=[CH:9][C:4]=2[O:3][CH2:2]1. The catalyst class is: 4. (6) Reactant: [H-].[Al+3].[Li+].[H-].[H-].[H-].[CH3:7][NH:8][C:9]1[C:14]([C:15](OCC)=[O:16])=[CH:13][N:12]=[C:11]([S:20][CH3:21])[N:10]=1. The catalyst class is: 1. Product: [CH3:7][NH:8][C:9]1[C:14]([CH2:15][OH:16])=[CH:13][N:12]=[C:11]([S:20][CH3:21])[N:10]=1. (7) Reactant: Br[C:2]1[CH:7]=[CH:6][C:5]([C:8]([OH:17])([C:13]([F:16])([F:15])[F:14])[C:9]([F:12])([F:11])[F:10])=[CH:4][C:3]=1[CH2:18][CH2:19][CH3:20].C([Li])CCC.CCCCCC.CN(C)[CH:34]=[O:35]. Product: [F:10][C:9]([F:12])([F:11])[C:8]([C:5]1[CH:6]=[CH:7][C:2]([CH:34]=[O:35])=[C:3]([CH2:18][CH2:19][CH3:20])[CH:4]=1)([OH:17])[C:13]([F:16])([F:15])[F:14]. The catalyst class is: 7.